This data is from hERG potassium channel inhibition data for cardiac toxicity prediction from Karim et al.. The task is: Regression/Classification. Given a drug SMILES string, predict its toxicity properties. Task type varies by dataset: regression for continuous values (e.g., LD50, hERG inhibition percentage) or binary classification for toxic/non-toxic outcomes (e.g., AMES mutagenicity, cardiotoxicity, hepatotoxicity). Dataset: herg_karim. (1) The molecule is Cc1ccc(NC(=O)NS(=O)(=O)c2ccc(OCCCN3CCCCC3)cc2)cc1. The result is 0 (non-blocker). (2) The compound is O=C(N1CCc2ncc(C(F)(F)F)cc2C1)[C@@]12CCC[C@@H]1C[C@@H](NC1CCOCC1)C2. The result is 0 (non-blocker). (3) The molecule is COc1cccc(Cn2ccc3nc(N)nc(NCc4cc(C)on4)c32)n1. The result is 1 (blocker). (4) The molecule is N#CN=C(NCc1ccccc1)NN1CCC(CNc2ncccn2)CC1. The result is 0 (non-blocker). (5) The drug is CN1CC2CC1CN2c1cnc(-c2ccc3[nH]c(C(F)(F)F)cc3c2)cn1. The result is 1 (blocker).